Dataset: Forward reaction prediction with 1.9M reactions from USPTO patents (1976-2016). Task: Predict the product of the given reaction. (1) Given the reactants Br[C:2]1[CH:12]=[C:11]([Cl:13])[CH:10]=[CH:9][C:3]=1[O:4][CH2:5][C:6]([OH:8])=[O:7].[C:14]([C:16]1[CH:21]=[CH:20][CH:19]=[CH:18][C:17]=1[O:22][CH3:23])#[CH:15].C(N(CC)CC)C, predict the reaction product. The product is: [Cl:13][C:11]1[CH:10]=[CH:9][C:3]([O:4][CH2:5][C:6]([OH:8])=[O:7])=[C:2]([C:15]#[C:14][C:16]2[CH:21]=[CH:20][CH:19]=[CH:18][C:17]=2[O:22][CH3:23])[CH:12]=1. (2) Given the reactants [N:1]1[C:10]2[C:5](=[CH:6][CH:7]=[CH:8][CH:9]=2)[CH:4]=[CH:3][C:2]=1[SH:11].Cl[C:13]1[C:22]2[C:17](=[CH:18][C:19]([O:25][CH3:26])=[C:20]([O:23][CH3:24])[CH:21]=2)[N:16]=[CH:15][CH:14]=1, predict the reaction product. The product is: [CH3:24][O:23][C:20]1[CH:21]=[C:22]2[C:17](=[CH:18][C:19]=1[O:25][CH3:26])[N:16]=[CH:15][CH:14]=[C:13]2[S:11][C:2]1[CH:3]=[CH:4][C:5]2[C:10](=[CH:9][CH:8]=[CH:7][CH:6]=2)[N:1]=1.